From a dataset of Forward reaction prediction with 1.9M reactions from USPTO patents (1976-2016). Predict the product of the given reaction. (1) Given the reactants [F:1][CH2:2][C:3]([O:5]CC)=O.[Cl:8][C:9]1[CH:18]=[CH:17][C:12]([CH2:13][CH2:14][Mg]Br)=[CH:11][CH:10]=1, predict the reaction product. The product is: [Cl:8][C:9]1[CH:18]=[CH:17][C:12]([CH2:13][CH2:14][C:3](=[O:5])[CH2:2][F:1])=[CH:11][CH:10]=1. (2) Given the reactants [C:1]12([C:11]3[CH:12]=[C:13]([CH:16]=[CH:17][C:18]=3[O:19][CH:20]([CH3:22])[CH3:21])[CH:14]=O)[CH2:10][CH:5]3[CH2:6][CH:7]([CH2:9][CH:3]([CH2:4]3)[CH2:2]1)[CH2:8]2.CC([O-])=O.[NH4+].[CH3:28][N+:29]([O-:31])=[O:30], predict the reaction product. The product is: [C:1]12([C:11]3[CH:12]=[C:13](/[CH:14]=[CH:28]/[N+:29]([O-:31])=[O:30])[CH:16]=[CH:17][C:18]=3[O:19][CH:20]([CH3:22])[CH3:21])[CH2:2][CH:3]3[CH2:4][CH:5]([CH2:6][CH:7]([CH2:9]3)[CH2:8]1)[CH2:10]2. (3) Given the reactants [CH2:1]1[O:9][C:8]2[CH:7]=[CH:6][C:5]([NH:10][CH:11]3[CH2:16][CH2:15][N:14]([CH2:17]C4C=CN=C(C5C=C(OC)C(OC)=C(OC)C=5)C=4)[CH2:13][CH2:12]3)=[CH:4][C:3]=2[O:2]1.[Cl:36][CH2:37][C:38]1[CH:39]=[CH:40][C:41]([C:44]2[CH:49]=[C:48]([O:50][CH3:51])[C:47]([O:52][CH3:53])=[C:46]([O:54][CH3:55])[CH:45]=2)=[N:42][CH:43]=1, predict the reaction product. The product is: [ClH:36].[ClH:36].[ClH:36].[CH2:1]1[O:9][C:8]2[CH:7]=[CH:6][C:5]([N:10]([CH:11]3[CH2:16][CH2:15][N:14]([CH2:17][C:40]4[C:41]([C:44]5[CH:49]=[C:48]([O:50][CH3:51])[C:47]([O:52][CH3:53])=[C:46]([O:54][CH3:55])[CH:45]=5)=[N:42][CH:43]=[CH:38][CH:39]=4)[CH2:13][CH2:12]3)[CH2:37][C:38]3[CH:39]=[CH:40][C:41]([C:44]4[CH:49]=[C:48]([O:50][CH3:51])[C:47]([O:52][CH3:53])=[C:46]([O:54][CH3:55])[CH:45]=4)=[N:42][CH:43]=3)=[CH:4][C:3]=2[O:2]1. (4) Given the reactants [CH2:1]([O:3][C:4](=[O:29])[CH2:5][C:6]1[CH:11]=[CH:10][C:9]([O:12][CH3:13])=[C:8]([O:14][C:15]2[CH:20]=[CH:19][C:18]([NH2:21])=[CH:17][C:16]=2[CH2:22][N:23]2[CH2:27][CH2:26][O:25][C:24]2=[O:28])[CH:7]=1)[CH3:2].[F:30][C:31]([F:46])([F:45])[C:32]1[CH:33]=[C:34]([CH:38]=[C:39]([C:41]([F:44])([F:43])[F:42])[CH:40]=1)[C:35](Cl)=[O:36], predict the reaction product. The product is: [CH2:1]([O:3][C:4](=[O:29])[CH2:5][C:6]1[CH:11]=[CH:10][C:9]([O:12][CH3:13])=[C:8]([O:14][C:15]2[CH:20]=[CH:19][C:18]([NH:21][C:35](=[O:36])[C:34]3[CH:38]=[C:39]([C:41]([F:42])([F:43])[F:44])[CH:40]=[C:32]([C:31]([F:30])([F:45])[F:46])[CH:33]=3)=[CH:17][C:16]=2[CH2:22][N:23]2[CH2:27][CH2:26][O:25][C:24]2=[O:28])[CH:7]=1)[CH3:2]. (5) Given the reactants [CH3:1][O:2][CH2:3][CH2:4][NH:5][C:6]1[CH:11]=[CH:10][C:9]([N+:12]([O-])=O)=[CH:8][N:7]=1, predict the reaction product. The product is: [CH3:1][O:2][CH2:3][CH2:4][NH:5][C:6]1[CH:11]=[CH:10][C:9]([NH2:12])=[CH:8][N:7]=1.